Task: Predict the reactants needed to synthesize the given product.. Dataset: Full USPTO retrosynthesis dataset with 1.9M reactions from patents (1976-2016) (1) Given the product [CH3:11][NH:12][C:13]1[N:18]=[C:17]([CH2:19][NH:4][C:3]2[CH:5]=[CH:6][CH:7]=[CH:8][C:2]=2[C:1]([OH:10])=[O:9])[CH:16]=[CH:15][N:14]=1, predict the reactants needed to synthesize it. The reactants are: [C:1]([OH:10])(=[O:9])[C:2]1[C:3](=[CH:5][CH:6]=[CH:7][CH:8]=1)[NH2:4].[CH3:11][NH:12][C:13]1[N:18]=[C:17]([CH:19]=O)[CH:16]=[CH:15][N:14]=1.C1(C)C=CC(S(O)(=O)=O)=CC=1.[BH4-].[Na+]. (2) The reactants are: [CH2:1]([O:3][C:4]1[CH:11]=[CH:10][C:7]([CH2:8][Cl:9])=[CH:6][CH:5]=1)[CH3:2].S(Cl)(Cl)=O.[CH2:16](OC1C=CC(CO)=CC=1)[CH2:17]CC. Given the product [CH2:1]([O:3][C:4]1[CH:11]=[CH:10][C:7]([CH2:8][Cl:9])=[CH:6][CH:5]=1)[CH2:2][CH2:16][CH3:17], predict the reactants needed to synthesize it. (3) Given the product [CH:10]1[C:11]2[N:12]([C:14]3[CH:15]=[C:16]([N:20]([C:45]4[CH:46]=[CH:41][CH:42]=[C:43]([N:47]5[C:48]6[CH:49]=[CH:50][CH:51]=[CH:52][C:53]=6[C:54]6[C:59]5=[CH:58][CH:57]=[CH:56][CH:55]=6)[CH:44]=4)[C:21]4[CH:26]=[CH:25][CH:24]=[C:23]([N:27]5[C:39]6[CH:38]=[CH:37][CH:36]=[CH:35][C:34]=6[C:33]6[C:28]5=[CH:29][CH:30]=[CH:31][CH:32]=6)[CH:22]=4)[CH:17]=[CH:18][CH:19]=3)[C:13]3[C:5](=[CH:4][CH:3]=[CH:2][CH:1]=3)[C:6]=2[CH:7]=[CH:8][CH:9]=1, predict the reactants needed to synthesize it. The reactants are: [CH:1]1[C:13]2[N:12]([C:14]3[CH:15]=[C:16]([NH:20][C:21]4[CH:26]=[CH:25][CH:24]=[C:23]([N:27]5[C:39]6[CH:38]=[CH:37][CH:36]=[CH:35][C:34]=6[C:33]6[C:28]5=[CH:29][CH:30]=[CH:31][CH:32]=6)[CH:22]=4)[CH:17]=[CH:18][CH:19]=3)[C:11]3[C:6](=[CH:7][CH:8]=[CH:9][CH:10]=3)[C:5]=2[CH:4]=[CH:3][CH:2]=1.I[C:41]1[CH:42]=[C:43]([N:47]2[C:59]3[CH:58]=[CH:57][CH:56]=[CH:55][C:54]=3[C:53]3[C:48]2=[CH:49][CH:50]=[CH:51][CH:52]=3)[CH:44]=[CH:45][CH:46]=1.CC(C)([O-])C.[Na+].C(P)(C)(C)C. (4) The reactants are: Br[CH2:2][C:3]1[NH:8][C:7]([C:9]2[S:10][CH:11]=[CH:12][N:13]=2)=[N:6][CH:5]([C:14]2[CH:19]=[CH:18][C:17]([F:20])=[CH:16][C:15]=2[Cl:21])[C:4]=1[C:22]([O:24][CH2:25][CH3:26])=[O:23].[NH:27]1[CH2:32][CH2:31][O:30][CH2:29][C@@H:28]1[CH2:33][OH:34]. Given the product [Cl:21][C:15]1[CH:16]=[C:17]([F:20])[CH:18]=[CH:19][C:14]=1[CH:5]1[C:4]([C:22]([O:24][CH2:25][CH3:26])=[O:23])=[C:3]([CH2:2][N:27]2[CH2:32][CH2:31][O:30][CH2:29][C@@H:28]2[CH2:33][OH:34])[NH:8][C:7]([C:9]2[S:10][CH:11]=[CH:12][N:13]=2)=[N:6]1, predict the reactants needed to synthesize it. (5) Given the product [Cl:11][C:12]1[CH:17]=[C:16]([Cl:18])[CH:15]=[CH:14][C:13]=1[CH2:19][N:20]([CH3:21])[CH2:2][C:3]([C:5]1[CH:10]=[CH:9][CH:8]=[CH:7][CH:6]=1)=[O:4], predict the reactants needed to synthesize it. The reactants are: Br[CH2:2][C:3]([C:5]1[CH:10]=[CH:9][CH:8]=[CH:7][CH:6]=1)=[O:4].[Cl:11][C:12]1[CH:17]=[C:16]([Cl:18])[CH:15]=[CH:14][C:13]=1[CH2:19][NH:20][CH3:21].C(N(CC)CC)C.